From a dataset of Reaction yield outcomes from USPTO patents with 853,638 reactions. Predict the reaction yield, written as a fraction of the theoretical maximum amount of product (1.0 means a 100% yield; for example, 0.34 means a 34% yield). (1) The yield is 0.850. The product is [F:6][C:5]([F:7])([F:8])[C:4]([C:9]1[CH:10]=[CH:11][C:12]([N+:15]([O-:17])=[O:16])=[CH:13][CH:14]=1)=[O:3]. The reactants are C[Si](C)(C)[O:3][C:4](OC)([C:9]1[CH:14]=[CH:13][C:12]([N+:15]([O-:17])=[O:16])=[CH:11][CH:10]=1)[C:5]([F:8])([F:7])[F:6].Cl.O.[Cl-].[Na+]. The catalyst is O1CCOCC1. (2) The reactants are [NH2:1][C:2]1[S:3][C:4]([CH3:16])=[C:5]([CH3:15])[C:6]=1[C:7]([C:9]1[CH:14]=[CH:13][CH:12]=[CH:11][CH:10]=1)=O.[F:17][C:18]([F:26])([F:25])[C:19](=[O:24])[CH2:20][C:21](=O)[CH3:22]. The catalyst is C(O)(=O)C.S(=O)(=O)(O)O. The product is [F:17][C:18]([F:26])([F:25])[C:19]([C:20]1[C:7]([C:9]2[CH:14]=[CH:13][CH:12]=[CH:11][CH:10]=2)=[C:6]2[C:5]([CH3:15])=[C:4]([CH3:16])[S:3][C:2]2=[N:1][C:21]=1[CH3:22])=[O:24]. The yield is 0.110.